From a dataset of Full USPTO retrosynthesis dataset with 1.9M reactions from patents (1976-2016). Predict the reactants needed to synthesize the given product. (1) Given the product [N:5]1[CH:6]=[CH:7][C:2]([NH:1][C:41](=[O:42])[C:40]2[CH:44]=[C:36]([CH2:35][C:29]3[C:30](=[O:34])[C:31]([O:32][CH3:33])=[C:26]([O:25][CH3:24])[C:27](=[O:54])[C:28]=3[CH3:53])[CH:37]=[CH:38][C:39]=2[O:45][CH2:46][C:47]2[CH:48]=[N:49][CH:50]=[CH:51][CH:52]=2)=[CH:3][CH:4]=1, predict the reactants needed to synthesize it. The reactants are: [NH2:1][C:2]1[CH:7]=[CH:6][N:5]=[CH:4][CH:3]=1.C(N(CC)CC)C.[Cl-].ClC1N(C)CC[NH+]1C.[CH3:24][O:25][C:26]1[C:27](=[O:54])[C:28]([CH3:53])=[C:29]([CH2:35][C:36]2[CH:37]=[CH:38][C:39]([O:45][CH2:46][C:47]3[CH:48]=[N:49][CH:50]=[CH:51][CH:52]=3)=[C:40]([CH:44]=2)[C:41](O)=[O:42])[C:30](=[O:34])[C:31]=1[O:32][CH3:33]. (2) Given the product [N+:1]([C:4]1[CH:12]=[CH:11][CH:10]=[C:9]2[C:5]=1[C:6]([C:23]([CH:19]1[C:20]([CH3:22])([CH3:21])[C:18]1([CH3:26])[CH3:17])=[O:24])=[CH:7][NH:8]2)([O-:3])=[O:2], predict the reactants needed to synthesize it. The reactants are: [N+:1]([C:4]1[CH:12]=[CH:11][CH:10]=[C:9]2[C:5]=1[CH:6]=[CH:7][NH:8]2)([O-:3])=[O:2].C([Mg]Br)C.[CH3:17][C:18]1([CH3:26])[C:20]([CH3:22])([CH3:21])[CH:19]1[C:23](Cl)=[O:24]. (3) Given the product [CH:21]1([CH2:24][C@H:25]([NH:32][C:12]([C:10]2[CH:9]=[N:8][C:7]([N:15]3[CH2:18][C:17]([F:20])([F:19])[CH2:16]3)=[C:6]([O:5][CH2:4][CH:1]3[CH2:2][CH2:3]3)[N:11]=2)=[O:14])[C:26]2[N:30]=[C:29]([CH3:31])[O:28][N:27]=2)[CH2:23][CH2:22]1, predict the reactants needed to synthesize it. The reactants are: [CH:1]1([CH2:4][O:5][C:6]2[N:11]=[C:10]([C:12]([OH:14])=O)[CH:9]=[N:8][C:7]=2[N:15]2[CH2:18][C:17]([F:20])([F:19])[CH2:16]2)[CH2:3][CH2:2]1.[CH:21]1([CH2:24][C@H:25]([NH2:32])[C:26]2[N:30]=[C:29]([CH3:31])[O:28][N:27]=2)[CH2:23][CH2:22]1. (4) Given the product [Cl:1][C:2]1[N:3]=[C:4]([NH:22][CH:18]2[CH2:21][CH2:20][CH2:19]2)[C:5]2[CH2:10][CH2:9][CH:8]([C:11]3[CH:16]=[CH:15][CH:14]=[CH:13][CH:12]=3)[C:6]=2[N:7]=1, predict the reactants needed to synthesize it. The reactants are: [Cl:1][C:2]1[N:3]=[C:4](Cl)[C:5]2[CH2:10][CH2:9][CH:8]([C:11]3[CH:16]=[CH:15][CH:14]=[CH:13][CH:12]=3)[C:6]=2[N:7]=1.[CH:18]1([NH2:22])[CH2:21][CH2:20][CH2:19]1.O. (5) The reactants are: [CH3:1][C:2]1[C:10]([N+:11]([O-:13])=[O:12])=[CH:9][CH:8]=[C:7]([CH3:14])[C:3]=1[C:4]([OH:6])=[O:5].[CH:15]1[CH:20]=[CH:19][C:18]([CH2:21]Br)=[CH:17][CH:16]=1.C([O-])([O-])=O.[K+].[K+].CN(C=O)C. Given the product [CH2:21]([O:5][C:4](=[O:6])[C:3]1[C:7]([CH3:14])=[CH:8][CH:9]=[C:10]([N+:11]([O-:13])=[O:12])[C:2]=1[CH3:1])[C:18]1[CH:19]=[CH:20][CH:15]=[CH:16][CH:17]=1, predict the reactants needed to synthesize it. (6) Given the product [Br:8][C:5]1[CH:6]=[CH:7][C:2]([NH:1][C:16]([C:18]2[NH:22][N:21]=[C:20]([CH3:23])[CH:19]=2)=[O:15])=[N:3][CH:4]=1, predict the reactants needed to synthesize it. The reactants are: [NH2:1][C:2]1[CH:7]=[CH:6][C:5]([Br:8])=[CH:4][N:3]=1.C[Al](C)C.C([O:15][C:16]([C:18]1[NH:22][N:21]=[C:20]([CH3:23])[CH:19]=1)=O)C.